This data is from Forward reaction prediction with 1.9M reactions from USPTO patents (1976-2016). The task is: Predict the product of the given reaction. (1) The product is: [Cl:8][C:4]1[N:3]=[C:2]([NH:1][C:19](=[O:20])[O:21][C:22]([CH3:25])([CH3:24])[CH3:23])[CH:7]=[CH:6][CH:5]=1. Given the reactants [NH2:1][C:2]1[CH:7]=[CH:6][CH:5]=[C:4]([Cl:8])[N:3]=1.C[Si](C)(C)[N-][Si](C)(C)C.[Na+].[C:19](O[C:19]([O:21][C:22]([CH3:25])([CH3:24])[CH3:23])=[O:20])([O:21][C:22]([CH3:25])([CH3:24])[CH3:23])=[O:20], predict the reaction product. (2) Given the reactants [F:1][C:2]1[CH:3]=[C:4]([C:27]2[CH:32]=[CH:31][C:30]([O:33][CH3:34])=[CH:29][CH:28]=2)[CH:5]=[CH:6][C:7]=1[N:8]1[C:12](=[O:13])[NH:11][N:10]=[C:9]1[CH2:14][C@@H:15]1[CH2:19][CH2:18][N:17]([C:20]([O:22]C(C)(C)C)=O)[CH2:16]1.Cl.C(N(CC)C(C)C)(C)C.[CH3:45][C:46](C)([CH3:50])[C:47](Cl)=O.[NH4+].[Cl-], predict the reaction product. The product is: [CH3:45][C:46]([CH3:50])([CH3:47])[C:20]([N:17]1[CH2:18][CH2:19][C@@H:15]([CH2:14][C:9]2[N:8]([C:7]3[CH:6]=[CH:5][C:4]([C:27]4[CH:32]=[CH:31][C:30]([O:33][CH3:34])=[CH:29][CH:28]=4)=[CH:3][C:2]=3[F:1])[C:12](=[O:13])[NH:11][N:10]=2)[CH2:16]1)=[O:22]. (3) Given the reactants [CH2:1]([O:8][CH:9]1[O:13][C:12](=[O:14])[CH:11]=[CH:10]1)[C:2]1C=CC=CC=1.[Br:15]Br, predict the reaction product. The product is: [Br:15][C:10]1[CH:9]([O:8][CH2:1][CH3:2])[O:13][C:12](=[O:14])[CH:11]=1. (4) Given the reactants CN(C)[CH:3]=[C:4]([C:10](=[O:19])[C:11]1[CH:16]=[C:15]([I:17])[CH:14]=[CH:13][C:12]=1[F:18])[C:5]([O:7][CH2:8][CH3:9])=[O:6].[C:21]([NH2:25])([CH3:24])([CH3:23])[CH3:22], predict the reaction product. The product is: [C:21]([NH:25][CH:3]=[C:4]([C:10](=[O:19])[C:11]1[CH:16]=[C:15]([I:17])[CH:14]=[CH:13][C:12]=1[F:18])[C:5]([O:7][CH2:8][CH3:9])=[O:6])([CH3:24])([CH3:23])[CH3:22]. (5) The product is: [O:7]([CH:32]1[CH2:28][CH2:29][N:30]([C:33]([O:35][C:36]([CH3:39])([CH3:38])[CH3:37])=[O:34])[CH2:31]1)[C:1]1[CH:6]=[CH:5][CH:4]=[CH:3][CH:2]=1. Given the reactants [C:1]1([OH:7])[CH:6]=[CH:5][CH:4]=[CH:3][CH:2]=1.C1(P(C2C=CC=CC=2)C2C=CC=CC=2)C=CC=CC=1.O[CH:28]1[CH2:32][CH2:31][N:30]([C:33]([O:35][C:36]([CH3:39])([CH3:38])[CH3:37])=[O:34])[CH2:29]1.CCOC(/N=N/C(OCC)=O)=O, predict the reaction product. (6) Given the reactants [NH:1]1[CH:5]=[C:4]([C:6]2[CH:22]=[CH:21][C:9]3[C:10]4[N:11]=[C:12]([C:18](O)=[O:19])[S:13][C:14]=4[CH2:15][CH2:16][O:17][C:8]=3[CH:7]=2)[CH:3]=[N:2]1.[NH:23]1[CH2:28][CH2:27][CH:26]([C:29]([N:31]2[CH2:35][CH2:34][CH2:33][CH2:32]2)=[O:30])[CH2:25][CH2:24]1, predict the reaction product. The product is: [NH:1]1[CH:5]=[C:4]([C:6]2[CH:22]=[CH:21][C:9]3[C:10]4[N:11]=[C:12]([C:18]([N:23]5[CH2:24][CH2:25][CH:26]([C:29]([N:31]6[CH2:35][CH2:34][CH2:33][CH2:32]6)=[O:30])[CH2:27][CH2:28]5)=[O:19])[S:13][C:14]=4[CH2:15][CH2:16][O:17][C:8]=3[CH:7]=2)[CH:3]=[N:2]1. (7) Given the reactants [Cl:1][C:2]1[CH:3]=[C:4]([NH:10][C:11](=[O:16])[CH2:12][CH2:13][CH2:14][CH3:15])[CH:5]=[C:6]([C:8]#[N:9])[CH:7]=1.[F:17][C:18]([F:29])([F:28])[O:19][C:20]1[CH:27]=[CH:26][C:23]([CH2:24]Br)=[CH:22][CH:21]=1, predict the reaction product. The product is: [Cl:1][C:2]1[CH:3]=[C:4]([N:10]([CH2:24][C:23]2[CH:26]=[CH:27][C:20]([O:19][C:18]([F:17])([F:28])[F:29])=[CH:21][CH:22]=2)[C:11](=[O:16])[CH2:12][CH2:13][CH2:14][CH3:15])[CH:5]=[C:6]([C:8]#[N:9])[CH:7]=1. (8) The product is: [CH3:14][C:13](=[CH:12][CH2:11][CH2:10][C@H:2]([CH3:1])[CH2:3][CH3:4])[CH3:15]. Given the reactants [CH3:1][C@@H:2]([CH2:10][CH2:11][CH:12]=[C:13]([CH3:15])[CH3:14])[CH2:3][CH2:4]OS(C)(=O)=O.[H-].[Al+3].[Li+].[H-].[H-].[H-], predict the reaction product. (9) Given the reactants Cl[C:2]1[N:11]=[C:10]([NH:12][CH2:13][CH:14]([C:21]2[CH:26]=[CH:25][CH:24]=[CH:23][CH:22]=2)[C:15]2[CH:20]=[CH:19][CH:18]=[CH:17][CH:16]=2)[C:9]2[C:4](=[CH:5][CH:6]=[CH:7][CH:8]=2)[N:3]=1.[CH2:27]([NH:34][C:35]1[N:40]=[CH:39][C:38](B2OC(C)(C)C(C)(C)O2)=[CH:37][N:36]=1)[C:28]1[CH:33]=[CH:32][CH:31]=[CH:30][CH:29]=1.C(NC1C2C(=CC=CC=2)N=C(C2SC3C=CC=CC=3C=2)N=1)(C1C=CC=CC=1)C1C=CC=CC=1, predict the reaction product. The product is: [CH2:27]([NH:34][C:35]1[N:36]=[CH:37][C:38]([C:2]2[N:11]=[C:10]([NH:12][CH2:13][CH:14]([C:21]3[CH:26]=[CH:25][CH:24]=[CH:23][CH:22]=3)[C:15]3[CH:20]=[CH:19][CH:18]=[CH:17][CH:16]=3)[C:9]3[C:4](=[CH:5][CH:6]=[CH:7][CH:8]=3)[N:3]=2)=[CH:39][N:40]=1)[C:28]1[CH:29]=[CH:30][CH:31]=[CH:32][CH:33]=1. (10) Given the reactants [N+:1]([C:4]1[CH:5]=[C:6]([CH2:10][C:11]#[N:12])[CH:7]=[CH:8][CH:9]=1)([O-])=O.O, predict the reaction product. The product is: [NH2:1][C:4]1[CH:5]=[C:6]([CH2:10][C:11]#[N:12])[CH:7]=[CH:8][CH:9]=1.